From a dataset of Forward reaction prediction with 1.9M reactions from USPTO patents (1976-2016). Predict the product of the given reaction. Given the reactants [CH2:1]([C:8]1[CH:9]=[N:10][C:11]2[C:16]([C:17]=1[C:18]1[CH:19]=[C:20]([NH2:24])[CH:21]=[CH:22][CH:23]=1)=[CH:15][CH:14]=[CH:13][C:12]=2[C:25]([F:28])([F:27])[F:26])[C:2]1[CH:7]=[CH:6][CH:5]=[CH:4][CH:3]=1.[F:29][C:30]([F:44])([F:43])[C:31]1[CH:38]=[CH:37][C:36]([C:39]([F:42])([F:41])[F:40])=[CH:35][C:32]=1[CH:33]=O, predict the reaction product. The product is: [CH2:1]([C:8]1[CH:9]=[N:10][C:11]2[C:16]([C:17]=1[C:18]1[CH:19]=[C:20]([NH:24][CH2:33][C:32]3[CH:35]=[C:36]([C:39]([F:41])([F:42])[F:40])[CH:37]=[CH:38][C:31]=3[C:30]([F:29])([F:43])[F:44])[CH:21]=[CH:22][CH:23]=1)=[CH:15][CH:14]=[CH:13][C:12]=2[C:25]([F:28])([F:26])[F:27])[C:2]1[CH:3]=[CH:4][CH:5]=[CH:6][CH:7]=1.